Dataset: Catalyst prediction with 721,799 reactions and 888 catalyst types from USPTO. Task: Predict which catalyst facilitates the given reaction. (1) Reactant: CO[CH2:3][N:4]([CH2:10][C:11]1[CH:16]=[CH:15][CH:14]=[CH:13][CH:12]=1)[CH2:5][Si](C)(C)C.C(O)(C(F)(F)F)=O.[CH3:24][O:25][C:26]1[CH:27]=[C:28]2[C:32](=[CH:33][CH:34]=1)[C:31](=[O:35])[CH:30]=[CH:29]2. Product: [CH2:10]([N:4]1[CH2:3][CH:29]2[C:28]3[CH:27]=[C:26]([O:25][CH3:24])[CH:34]=[CH:33][C:32]=3[C:31](=[O:35])[CH:30]2[CH2:5]1)[C:11]1[CH:12]=[CH:13][CH:14]=[CH:15][CH:16]=1. The catalyst class is: 2. (2) Reactant: [CH:1]1([CH2:4][O:5][C:6]2[C:27]([O:28][CH3:29])=[CH:26][C:9]3[C:10]4[N:15]([CH:16]([CH2:18][CH3:19])[CH2:17][C:8]=3[CH:7]=2)[CH:14]=[C:13]([C:20]([O:22]CC)=[O:21])[C:12](=[O:25])[CH:11]=4)[CH2:3][CH2:2]1.O[Li].O. Product: [CH:1]1([CH2:4][O:5][C:6]2[C:27]([O:28][CH3:29])=[CH:26][C:9]3[C:10]4[N:15]([CH:16]([CH2:18][CH3:19])[CH2:17][C:8]=3[CH:7]=2)[CH:14]=[C:13]([C:20]([OH:22])=[O:21])[C:12](=[O:25])[CH:11]=4)[CH2:3][CH2:2]1. The catalyst class is: 24. (3) Reactant: [C:1]([NH:9][C:10]1[CH:19]=[C:18]2[C:13]([CH:14]=[CH:15][CH:16]=[C:17]2[N:20]2[CH2:25][CH2:24][N:23](C)[CH2:22][CH2:21]2)=[CH:12][CH:11]=1)(=[O:8])[C:2]1[CH:7]=[CH:6][CH:5]=[CH:4][CH:3]=1.ClC(OC(Cl)C)=O.CO. Product: [C:1]([NH:9][C:10]1[CH:19]=[C:18]2[C:13]([CH:14]=[CH:15][CH:16]=[C:17]2[N:20]2[CH2:25][CH2:24][NH:23][CH2:22][CH2:21]2)=[CH:12][CH:11]=1)(=[O:8])[C:2]1[CH:3]=[CH:4][CH:5]=[CH:6][CH:7]=1. The catalyst class is: 2. (4) Reactant: [CH2:1]([N:3]1[C:12]2[C:7](=[CH:8][C:9]([F:23])=[C:10]([N:13]3[CH2:18][CH2:17][N:16]([CH2:19][C:20](=O)[CH3:21])[CH2:15][CH2:14]3)[CH:11]=2)[C:6](=[O:24])[C:5]([C:25]([OH:27])=[O:26])=[CH:4]1)[CH3:2].Cl.[NH2:29][OH:30].C(=O)(O)[O-].[Na+].C(Cl)Cl. Product: [CH2:1]([N:3]1[C:12]2[C:7](=[CH:8][C:9]([F:23])=[C:10]([N:13]3[CH2:14][CH2:15][N:16]([CH2:19][C:20](=[N:29][OH:30])[CH3:21])[CH2:17][CH2:18]3)[CH:11]=2)[C:6](=[O:24])[C:5]([C:25]([OH:27])=[O:26])=[CH:4]1)[CH3:2]. The catalyst class is: 24. (5) Reactant: [Cl:1]/[CH:2]=[CH:3]\Cl.[Br:5][CH2:6][CH2:7][CH2:8][CH2:9][CH2:10][CH2:11]C=C. Product: [Br:5][CH2:6][CH2:7][CH2:8][CH2:9][CH2:10][CH2:11]/[CH:3]=[CH:2]\[Cl:1]. The catalyst class is: 48. (6) Reactant: C([O:3][C:4]([CH:6]1[CH2:10][CH2:9][S:8](=[O:12])(=[O:11])[N:7]1[CH2:13][C:14]1[CH:19]=[CH:18][CH:17]=[C:16]([CH2:20][N:21]([CH2:32][C:33]2[C:38]([Cl:39])=[CH:37][CH:36]=[C:35]([O:40][CH3:41])[C:34]=2[F:42])[C@H:22]([CH2:28][N:29]([CH3:31])[CH3:30])[CH2:23][C:24]([CH3:27])([CH3:26])[CH3:25])[CH:15]=1)=[O:5])C.O.[OH-].[Li+].CO. Product: [Cl:39][C:38]1[C:33]([CH2:32][N:21]([CH2:20][C:16]2[CH:15]=[C:14]([CH:19]=[CH:18][CH:17]=2)[CH2:13][N:7]2[CH:6]([C:4]([OH:5])=[O:3])[CH2:10][CH2:9][S:8]2(=[O:12])=[O:11])[C@H:22]([CH2:28][N:29]([CH3:30])[CH3:31])[CH2:23][C:24]([CH3:25])([CH3:27])[CH3:26])=[C:34]([F:42])[C:35]([O:40][CH3:41])=[CH:36][CH:37]=1. The catalyst class is: 7.